This data is from Experimentally validated miRNA-target interactions with 360,000+ pairs, plus equal number of negative samples. The task is: Binary Classification. Given a miRNA mature sequence and a target amino acid sequence, predict their likelihood of interaction. (1) Result: 0 (no interaction). The protein sequence of the target gene is MASQNRDPAAASVAAVRKGAEPCGGAARGPVGKRLQQELMILMTSGDKGISAFPESDNLFKWVGTIHGAAGTVYEDLRYKLSLEFPSGYPYNAPTVKFLTPCYHPNVDTQGNICLDILKDKWSALYDVRTILLSIQSLLGEPNIDSPLNTHAAELWKNPTAFKKYLQETYSKQVSSQDP. The miRNA is hsa-miR-3614-3p with sequence UAGCCUUCAGAUCUUGGUGUUUU. (2) The miRNA is hsa-miR-5581-3p with sequence UUCCAUGCCUCCUAGAAGUUCC. The protein sequence of the target gene is MAEEGTGVRCWLLQLQEFLSAADRCSAAGASYQLIRSLGQECVLSTSSAVQALQISLVFSRDFGLLVFIRKSLSIEDFRDCREEALKFLCVFLEKIDQKVMHYSLDIKNTCTSVYTKDRTAKCKIPALDLLIKLLQILRSTRLMDEFKIGELFNKFYGELASKSKLPDTVLEKVYELLGVLGEVHPSEMINHSENLFRAFLGELKTQMTSTVREPKFPVLAGCLKGLSSLLCNFTKSMEEDPQTSKEIFGFTFKAIRPQIEMKRYAVPLAGLRLLTLHASQFTACLLDNYITLFEVLSKW.... Result: 0 (no interaction). (3) The protein sequence of the target gene is MWTPTEEEKYGVVICSFRGSVPQGLVLEIGETVQILEKCEGWYRGVSTKKPNVKGIFPANYIHLKKAIVSNRGQYETVVPLEDSIVTEVTATLQEWASLWKQLYVKHKVDLFYKLRHVMNELIDLRRQLLSGHLTQDQVREVKRHITVRLDWGNEHLGLDLVPRKDFEVVDSDQISVSDLYKMHLSSRQSVQQSTSQVDTMRPRHGETCRMPVPHHFFLSLKSFTYNTIGEDTDVFFSLYDMREGKQISERFLVRLNKNGGPRNPEKIERMCALFTDLSSKDMKRDLYIVAHVIRIGRML.... The miRNA is mmu-miR-148b-3p with sequence UCAGUGCAUCACAGAACUUUGU. Result: 0 (no interaction). (4) The miRNA is mmu-miR-466l-3p with sequence UAUAAAUACAUGCACACAUAUU. The protein sequence of the target gene is MSQFQVPLAVQPDLSGLYDFPQGQVMVGGFQGPGLPMAGSETQLRGGGDGRKKRKRCGTCDPCRRLENCGSCTSCTNRRTHQICKLRKCEVLKKKAGLLKEVEINAREGTGPWAQGATVKTGSELSPVDGPVPGQMDSGPVYHGDSRQLSTSGAPVNGAREPAGPGLLGAAGPWRVDQKPDWEAASGPTHAARLEDAHDLVAFSAVAEAVSSYGALSTRLYETFNREMSREAGSNGRGPRPESCSEGSEDLDTLQTALALARHGMKPPNCTCDGPECPDFLEWLEGKIKSMAMEGGQGRP.... Result: 1 (interaction). (5) The miRNA is cel-miR-355-5p with sequence UUUGUUUUAGCCUGAGCUAUG. The protein sequence of the target gene is MKSLSLLLAVALGLATAVSAGPAVIECWFVEDASGKGLAKRPGALLLRQGPGEPPPRPDLDPELYLSVHDPAGALQAAFRRYPRGAPAPHCEMSRFVPLPASAKWASGLTPAQNCPRALDGAWLMVSISSPVLSLSSLLRPQPEPQQEPVLITMATVVLTVLTHTPAPRVRLGQDALLDLSFAYMPPTSEAASSLAPGPPPFGLEWRRQHLGKGHLLLAATPGLNGQMPAAQEGAVAFAAWDDDEPWGPWTGNGTFWLPRVQPFQEGTYLATIHLPYLQGQVTLELAVYKPPKVSLMPAT.... Result: 0 (no interaction). (6) Result: 0 (no interaction). The miRNA is mmu-miR-3105-5p with sequence AGAGCAAGCCCGUAAGCAGCGU. The protein sequence of the target gene is MEPAAAAPAQRLADPTGEDQALAAAAAEGGRCPDPALSAAAPSGGNGGAAREEAPCEAPPGPLPGRAGGTGRRRRRGAPQPAAGGAAPVPAAGGGANSLLLKRGRLKRNLSAAAAASSSSSPSSASSAAGGLPASCSASASLCTRSLDRKTLLLKHRQLLQLQPSDRDWVRHQLQRGCVHVFDRHMASSYLRPVLCTLDTTAAEVAARLLQLGHKGGGVVKVLGYGPPPAAAPAASDQTLDGEHGRDVEPPPSSGTVGAVRGPARAPPADLPLPGGAWTRCAPRISPAPSDSSPGELFAG.... (7) The miRNA is rno-miR-126a-3p with sequence UCGUACCGUGAGUAAUAAUGCG. The protein sequence of the target gene is MLASGLLLVASVAFLSVLVLMSVWKQRKLSGKLPPGPTPLPFIGNYLQLNTEKMYSSLMKISQRYGPVFTIHLGPRRVVVLCGQEAVKEALVDQAEEFSGRGEQATFDWLFKGYGVAFSSGERAKQLRRFSIATLRDFGVGKRGIEERIQEEAGFLIESFRKTNGALIDPTFYLSRTVSNVISSIVFGDRFDYEDKEFLSLLRMMLGSFQFTATSTGQLYEMFSSVMKHLPGPQQQAFKELQGLEDFITKKVEQNQRTLDPNSPRDFIDSFLIRMLEEKKNPNTEFYMKNLVLTTLNLFF.... Result: 1 (interaction). (8) The miRNA is hsa-miR-4692 with sequence UCAGGCAGUGUGGGUAUCAGAU. The protein sequence of the target gene is MPRYGASLRQSCPRSGREQGQDGTAGAPGLLWMGLVLALALALALALALSDSRVLWAPAEAHPLSPQGHPARLHRIVPRLRDVFGWGNLTCPICKGLFTAINLGLKKEPNVARVGSVAIKLCNLLKIAPPAVCQSIVHLFEDDMVEVWRRSVLSPSEACGLLLGSTCGHWDIFSSWNISLPTVPKPPPKPPSPPAPGAPVSRILFLTDLHWDHDYLEGTDPDCADPLCCRRGSGLPPASRPGAGYWGEYSKCDLPLRTLESLLSGLGPAGPFDMVYWTGDIPAHDVWHQTRQDQLRALTT.... Result: 0 (no interaction).